This data is from Reaction yield outcomes from USPTO patents with 853,638 reactions. The task is: Predict the reaction yield, written as a fraction of the theoretical maximum amount of product (1.0 means a 100% yield; for example, 0.34 means a 34% yield). The reactants are [Br:1][C:2]1[CH:7]=[C:6]([C:8]([CH3:11])([CH3:10])[CH3:9])[CH:5]=[CH:4][C:3]=1[NH2:12].[N+:13]([O-])([O-:15])=[O:14].[K+]. The catalyst is OS(O)(=O)=O. The product is [Br:1][C:2]1[CH:7]=[C:6]([C:8]([CH3:9])([CH3:11])[CH3:10])[C:5]([N+:13]([O-:15])=[O:14])=[CH:4][C:3]=1[NH2:12]. The yield is 0.780.